Dataset: Reaction yield outcomes from USPTO patents with 853,638 reactions. Task: Predict the reaction yield, written as a fraction of the theoretical maximum amount of product (1.0 means a 100% yield; for example, 0.34 means a 34% yield). The reactants are S(Cl)(Cl)=O.[C:5]1([C:11]2[CH:15]=[CH:14][S:13][C:12]=2C(O)=O)[CH:10]=[CH:9][CH:8]=[CH:7][CH:6]=1.C1[CH2:23][O:22]CC1.[N-:24]=[N+]=[N-].[Na+]. The catalyst is C1C=CC=CC=1.O. The product is [CH:15]1[C:11]2[C:5]3[CH:6]=[CH:7][CH:8]=[CH:9][C:10]=3[C:23](=[O:22])[NH:24][C:12]=2[S:13][CH:14]=1. The yield is 0.440.